This data is from Forward reaction prediction with 1.9M reactions from USPTO patents (1976-2016). The task is: Predict the product of the given reaction. (1) Given the reactants [OH:1][C:2]1[CH:11]=[C:10]2[C:5]([CH:6]=[CH:7][CH:8]=[C:9]2[N:12]2[CH2:17][CH2:16][N:15]([CH3:18])[CH2:14][CH2:13]2)=[CH:4][CH:3]=1.C1(P(C2C=CC=CC=2)C2C=CC=CC=2)C=CC=CC=1.[F:38][C:39]([F:49])([F:48])[C:40]1[CH:47]=[CH:46][C:43]([CH2:44]O)=[CH:42][CH:41]=1.N(C(OCC)=O)=NC(OCC)=O, predict the reaction product. The product is: [F:38][C:39]([F:48])([F:49])[C:40]1[CH:47]=[CH:46][C:43]([CH2:44][O:1][C:2]2[CH:11]=[C:10]3[C:5]([CH:6]=[CH:7][CH:8]=[C:9]3[N:12]3[CH2:17][CH2:16][N:15]([CH3:18])[CH2:14][CH2:13]3)=[CH:4][CH:3]=2)=[CH:42][CH:41]=1. (2) The product is: [F:19][C:20]1[CH:25]=[C:24]([CH:4]([C:3]([O:11][CH2:12][C:13]2[CH:14]=[CH:15][CH:16]=[CH:17][CH:18]=2)=[O:10])[C:5]([O:7][CH2:8][CH3:9])=[O:6])[CH:23]=[CH:22][C:21]=1[N+:27]([O-:29])=[O:28]. Given the reactants [H-].[Na+].[C:3]([O:11][CH2:12][C:13]1[CH:18]=[CH:17][CH:16]=[CH:15][CH:14]=1)(=[O:10])[CH2:4][C:5]([O:7][CH2:8][CH3:9])=[O:6].[F:19][C:20]1[CH:25]=[C:24](F)[CH:23]=[CH:22][C:21]=1[N+:27]([O-:29])=[O:28], predict the reaction product. (3) The product is: [CH2:1]([O:8][C:9]1[CH:14]=[CH:13][C:12]([C:15]2[O:19][C:18]([CH2:20][NH:21][C:33](=[O:34])[CH:32]([OH:36])[CH2:31][CH2:30][CH2:29][CH2:28][CH2:27][O:26][C:25]3[CH:37]=[CH:38][CH:39]=[C:23]([F:22])[CH:24]=3)=[N:17][N:16]=2)=[CH:11][CH:10]=1)[C:2]1[CH:3]=[CH:4][CH:5]=[CH:6][CH:7]=1. Given the reactants [CH2:1]([O:8][C:9]1[CH:14]=[CH:13][C:12]([C:15]2[O:19][C:18]([CH2:20][NH2:21])=[N:17][N:16]=2)=[CH:11][CH:10]=1)[C:2]1[CH:7]=[CH:6][CH:5]=[CH:4][CH:3]=1.[F:22][C:23]1[CH:24]=[C:25]([CH:37]=[CH:38][CH:39]=1)[O:26][CH2:27][CH2:28][CH2:29][CH2:30][CH2:31][CH:32]([OH:36])[C:33](O)=[O:34].CN(C)CCCN=C=NCC.CCN(C(C)C)C(C)C.C1C=CC2N(O)N=NC=2C=1, predict the reaction product.